This data is from Full USPTO retrosynthesis dataset with 1.9M reactions from patents (1976-2016). The task is: Predict the reactants needed to synthesize the given product. (1) Given the product [C:9]1([CH3:21])[CH:10]=[CH:11][C:12]([S:15]([NH:18][C:19]([O:7][CH2:6][CH3:5])=[O:20])(=[O:16])=[O:17])=[CH:13][CH:14]=1.[CH2:1]([OH:8])[C:2]#[C:3][C:4]#[C:5][CH2:6][OH:7], predict the reactants needed to synthesize it. The reactants are: [CH2:1]([OH:8])[C:2]#[C:3][C:4]#[C:5][CH2:6][OH:7].[C:9]1([CH3:21])[CH:14]=[CH:13][C:12]([S:15]([N:18]=[C:19]=[O:20])(=[O:17])=[O:16])=[CH:11][CH:10]=1.O. (2) Given the product [F:9][C:10]([F:18])([F:19])[CH:11]1[CH2:6][CH:12]1[C:13]([O:15][CH2:16][CH3:17])=[O:14], predict the reactants needed to synthesize it. The reactants are: [H-].[Na+].IO[Si](C)(C)[CH3:6].[F:9][C:10]([F:19])([F:18])/[CH:11]=[CH:12]/[C:13]([O:15][CH2:16][CH3:17])=[O:14]. (3) Given the product [F:23][C:24]([F:31])([F:30])[C:25]([F:29])([C:26]([F:17])([F:28])[F:27])[C:3](=[O:4])[C:2]([F:16])([F:1])[C:6]([F:15])([F:14])[C:7]([F:13])([F:12])[C:8]([F:11])([F:10])[F:9], predict the reactants needed to synthesize it. The reactants are: [F:1][C:2]([F:16])([C:6]([F:15])([F:14])[C:7]([F:13])([F:12])[C:8]([F:11])([F:10])[F:9])[C:3](F)=[O:4].[F-:17].[K+].F[H-]F.[K+].[F:23][C:24]([F:31])([F:30])[C:25]([F:29])=[C:26]([F:28])[F:27]. (4) Given the product [C:45]([O:44][C:43](=[O:49])[NH:1][CH2:4][C:5]1[CH:10]=[N:9][C:8]([CH:11]([S:20]([C:23]2[CH:28]=[CH:27][C:26]([Cl:29])=[CH:25][CH:24]=2)(=[O:22])=[O:21])[C:12]2[CH:17]=[C:16]([F:18])[CH:15]=[CH:14][C:13]=2[F:19])=[CH:7][CH:6]=1)([CH3:48])([CH3:47])[CH3:46], predict the reactants needed to synthesize it. The reactants are: [N:1]([CH2:4][C:5]1[CH:6]=[CH:7][C:8]([CH:11]([S:20]([C:23]2[CH:28]=[CH:27][C:26]([Cl:29])=[CH:25][CH:24]=2)(=[O:22])=[O:21])[C:12]2[CH:17]=[C:16]([F:18])[CH:15]=[CH:14][C:13]=2[F:19])=[N:9][CH:10]=1)=[N+]=[N-].C(OCC)(=O)C.C(N(CC)CC)C.[C:43](=O)([O:49]C(C)(C)C)[O:44][C:45]([CH3:48])([CH3:47])[CH3:46].